This data is from Full USPTO retrosynthesis dataset with 1.9M reactions from patents (1976-2016). The task is: Predict the reactants needed to synthesize the given product. (1) Given the product [CH2:1]([O:3][C:4](=[O:26])[C@@H:5]([CH2:12][C:13]1[CH:18]=[C:17]([Br:32])[C:16]([NH2:19])=[C:15]([CH3:20])[C:14]=1[CH2:21][O:22][C:23](=[O:25])[CH3:24])[CH2:6][C:7]([O:9][CH2:10][CH3:11])=[O:8])[CH3:2], predict the reactants needed to synthesize it. The reactants are: [CH2:1]([O:3][C:4](=[O:26])[C@@H:5]([CH2:12][C:13]1[CH:18]=[CH:17][C:16]([NH2:19])=[C:15]([CH3:20])[C:14]=1[CH2:21][O:22][C:23](=[O:25])[CH3:24])[CH2:6][C:7]([O:9][CH2:10][CH3:11])=[O:8])[CH3:2].C([O-])(=O)C.[Na+].[Br:32]Br.S([O-])([O-])(=O)=S.[Na+].[Na+]. (2) Given the product [CH2:34]([N:33]([CH2:27][C:23]1[CH:22]=[C:21]([C:18]2[CH:19]=[C:20]3[C:15](=[C:16]([C:29]([NH2:31])=[O:30])[CH:17]=2)[NH:14][CH:13]=[C:12]3[CH:9]2[CH2:8][CH2:7][N:6]([S:3]([CH2:1][CH3:2])(=[O:5])=[O:4])[CH2:11][CH2:10]2)[CH:26]=[CH:25][CH:24]=1)[CH3:32])[CH3:35], predict the reactants needed to synthesize it. The reactants are: [CH2:1]([S:3]([N:6]1[CH2:11][CH2:10][CH:9]([C:12]2[C:20]3[C:15](=[C:16]([C:29]([NH2:31])=[O:30])[CH:17]=[C:18]([C:21]4[CH:26]=[CH:25][CH:24]=[C:23]([CH:27]=O)[CH:22]=4)[CH:19]=3)[NH:14][CH:13]=2)[CH2:8][CH2:7]1)(=[O:5])=[O:4])[CH3:2].[CH3:32][NH:33][CH2:34][CH3:35].[BH-](OC(C)=O)(OC(C)=O)OC(C)=O.[Na+].